This data is from Full USPTO retrosynthesis dataset with 1.9M reactions from patents (1976-2016). The task is: Predict the reactants needed to synthesize the given product. Given the product [CH3:22][C:23]1[O:27][C:26]([NH:1][CH2:2][C:3]2[CH:4]=[CH:5][C:6]([C:9]3[NH:10][C:11](=[O:21])[C:12]4[CH:13]=[CH:14][CH:15]=[C:16]([C:19]#[N:20])[C:17]=4[CH:18]=3)=[CH:7][CH:8]=2)=[N:25][N:24]=1, predict the reactants needed to synthesize it. The reactants are: [NH2:1][CH2:2][C:3]1[CH:8]=[CH:7][C:6]([C:9]2[NH:10][C:11](=[O:21])[C:12]3[CH:13]=[CH:14][CH:15]=[C:16]([C:19]#[N:20])[C:17]=3[CH:18]=2)=[CH:5][CH:4]=1.[CH3:22][C:23]1[O:27][C:26](=O)[NH:25][N:24]=1.CCN(C(C)C)C(C)C.F[P-](F)(F)(F)(F)F.CN([PH+](N(C)C)N(C)C)C.